This data is from Peptide-MHC class I binding affinity with 185,985 pairs from IEDB/IMGT. The task is: Regression. Given a peptide amino acid sequence and an MHC pseudo amino acid sequence, predict their binding affinity value. This is MHC class I binding data. (1) The MHC is HLA-A31:01 with pseudo-sequence HLA-A31:01. The binding affinity (normalized) is 0.147. The peptide sequence is YVMNIERQDY. (2) The MHC is HLA-A02:06 with pseudo-sequence HLA-A02:06. The peptide sequence is FPVKPQVPLR. The binding affinity (normalized) is 0. (3) The peptide sequence is GVFKVWHPI. The MHC is HLA-A31:01 with pseudo-sequence HLA-A31:01. The binding affinity (normalized) is 0.0847. (4) The peptide sequence is SYPPPPASF. The MHC is HLA-A11:01 with pseudo-sequence HLA-A11:01. The binding affinity (normalized) is 0.0847. (5) The peptide sequence is YHLGGIEGL. The MHC is HLA-B07:02 with pseudo-sequence HLA-B07:02. The binding affinity (normalized) is 0.0847. (6) The peptide sequence is TAAIMLASY. The MHC is HLA-B51:01 with pseudo-sequence HLA-B51:01. The binding affinity (normalized) is 0.0847. (7) The peptide sequence is FPFTYAAAF. The MHC is Mamu-A2201 with pseudo-sequence Mamu-A2201. The binding affinity (normalized) is 0.811. (8) The peptide sequence is VIGLTTHCT. The MHC is HLA-A02:01 with pseudo-sequence HLA-A02:01. The binding affinity (normalized) is 0. (9) The binding affinity (normalized) is 0.0181. The MHC is HLA-A02:01 with pseudo-sequence HLA-A02:01. The peptide sequence is CVRNLEELT.